Predict the reactants needed to synthesize the given product. From a dataset of Full USPTO retrosynthesis dataset with 1.9M reactions from patents (1976-2016). (1) The reactants are: [Br:1][C:2]1[CH:7]=[C:6]([CH3:8])[C:5]([C:9]2[C:13]3[N:14]=[C:15]([CH3:27])[N:16]=[C:17]([N:18]4[CH2:23][CH2:22][CH:21]([CH2:24][C:25]#N)[CH2:20][CH2:19]4)[C:12]=3[S:11][C:10]=2[CH3:28])=[C:4]([CH3:29])[CH:3]=1.[OH-:30].[K+].[OH:32]S([O-])(=O)=O.[K+]. Given the product [Br:1][C:2]1[CH:7]=[C:6]([CH3:8])[C:5]([C:9]2[C:13]3[N:14]=[C:15]([CH3:27])[N:16]=[C:17]([N:18]4[CH2:23][CH2:22][CH:21]([CH2:24][C:25]([OH:32])=[O:30])[CH2:20][CH2:19]4)[C:12]=3[S:11][C:10]=2[CH3:28])=[C:4]([CH3:29])[CH:3]=1, predict the reactants needed to synthesize it. (2) Given the product [F:28][C:29]1[CH:34]=[C:33]([CH:32]=[CH:31][CH:30]=1)[O:1][CH2:2][C:3]1[C:4]([NH2:27])=[N:5][CH:6]=[C:7]([C:9]2[CH:10]=[N:11][N:12]([CH:14]3[CH2:15][CH2:16][N:17]([C:20]([O:22][C:23]([CH3:24])([CH3:26])[CH3:25])=[O:21])[CH2:18][CH2:19]3)[CH:13]=2)[CH:8]=1, predict the reactants needed to synthesize it. The reactants are: [OH:1][CH2:2][C:3]1[C:4]([NH2:27])=[N:5][CH:6]=[C:7]([C:9]2[CH:10]=[N:11][N:12]([CH:14]3[CH2:19][CH2:18][N:17]([C:20]([O:22][C:23]([CH3:26])([CH3:25])[CH3:24])=[O:21])[CH2:16][CH2:15]3)[CH:13]=2)[CH:8]=1.[F:28][C:29]1[CH:30]=[C:31](O)[CH:32]=[CH:33][CH:34]=1.C1C=CC(P(C2C=CC=CC=2)C2C=CC=CC=2)=CC=1.CC(OC(/N=N/C(OC(C)C)=O)=O)C.